Task: Predict the reaction yield, written as a fraction of the theoretical maximum amount of product (1.0 means a 100% yield; for example, 0.34 means a 34% yield).. Dataset: Reaction yield outcomes from USPTO patents with 853,638 reactions The reactants are [N+:1]([C:4]1[CH:5]=[CH:6][C:7]2[N:12]([CH2:13][CH2:14][N:15]3[CH2:19][CH2:18][CH2:17][CH2:16]3)[CH2:11][CH2:10][O:9][C:8]=2[CH:20]=1)([O-])=O.I.[S:22]1[CH:26]=[CH:25][CH:24]=[C:23]1[C:27](SC)=[NH:28]. The catalyst is CCO.C([O-])(O)=O.[Na+].[Pd]. The product is [N:15]1([CH2:14][CH2:13][N:12]2[CH2:11][CH2:10][O:9][C:8]3[CH:20]=[C:4]([NH:1][C:27]([C:23]4[S:22][CH:26]=[CH:25][CH:24]=4)=[NH:28])[CH:5]=[CH:6][C:7]2=3)[CH2:19][CH2:18][CH2:17][CH2:16]1. The yield is 0.360.